Predict the product of the given reaction. From a dataset of Forward reaction prediction with 1.9M reactions from USPTO patents (1976-2016). (1) Given the reactants Cl[C:2]1[CH:11]=[CH:10][C:5]([C:6]([O:8][CH3:9])=[O:7])=[CH:4][N:3]=1.[NH:12]1[CH2:17][CH2:16][O:15][CH2:14][CH2:13]1, predict the reaction product. The product is: [N:12]1([C:2]2[CH:11]=[CH:10][C:5]([C:6]([O:8][CH3:9])=[O:7])=[CH:4][N:3]=2)[CH2:17][CH2:16][O:15][CH2:14][CH2:13]1. (2) Given the reactants [CH3:1][C:2]1[CH:3]=[C:4]([OH:22])[C:5]2[CH:6]=[C:7]([C:12]3[CH:17]=[CH:16][CH:15]=[C:14]([C:18]([F:21])([F:20])[F:19])[CH:13]=3)[N:8]=[N:9][C:10]=2[CH:11]=1.CI.[C:25](=O)([O-])[O-].[K+].[K+], predict the reaction product. The product is: [CH3:25][O:22][C:4]1[CH:3]=[C:2]([CH3:1])[CH:11]=[C:10]2[C:5]=1[CH:6]=[C:7]([C:12]1[CH:17]=[CH:16][CH:15]=[C:14]([C:18]([F:21])([F:20])[F:19])[CH:13]=1)[N:8]=[N:9]2. (3) Given the reactants CON(C)[C:4](=[O:9])[CH2:5][CH:6]([CH3:8])[CH3:7].[CH3:11][C:12]1[CH:13]=[C:14]([CH:18]=[CH:19][CH:20]=1)[CH2:15][Mg]Cl, predict the reaction product. The product is: [CH3:7][CH:6]([CH3:8])[CH2:5][C:4](=[O:9])[CH2:11][C:12]1[CH:13]=[C:14]([CH3:15])[CH:18]=[CH:19][CH:20]=1. (4) Given the reactants [Cl:1][C:2]1[CH:7]=[CH:6][CH:5]=[C:4]([O:8][CH3:9])[C:3]=1[CH3:10].[Br:11]N1C(=O)CCC1=O, predict the reaction product. The product is: [Cl:1][C:2]1[CH:7]=[CH:6][CH:5]=[C:4]([O:8][CH3:9])[C:3]=1[CH2:10][Br:11]. (5) Given the reactants C[O:2][C:3](=[O:34])[CH2:4][CH2:5][C:6]1[CH:11]=[CH:10][C:9]([O:12][CH2:13][CH2:14][CH:15]([O:17][C:18]2[CH:23]=[CH:22][C:21]([CH2:24][CH3:25])=[CH:20][C:19]=2[C:26]([C:28]2[S:29][CH:30]=[CH:31][CH:32]=2)=[O:27])[CH3:16])=[CH:8][C:7]=1[CH3:33].[OH-].[Na+].Cl, predict the reaction product. The product is: [CH2:24]([C:21]1[CH:22]=[CH:23][C:18]([O:17][CH:15]([CH3:16])[CH2:14][CH2:13][O:12][C:9]2[CH:10]=[CH:11][C:6]([CH2:5][CH2:4][C:3]([OH:34])=[O:2])=[C:7]([CH3:33])[CH:8]=2)=[C:19]([C:26]([C:28]2[S:29][CH:30]=[CH:31][CH:32]=2)=[O:27])[CH:20]=1)[CH3:25]. (6) The product is: [CH:1]1([CH2:6][C:7]([NH:41][C@H:16]([C:22]([NH:41][CH:16]2[C:22](=[O:23])[N:21]([C:24]3[CH:25]=[CH:26][CH:27]=[CH:28][CH:29]=3)[C:39]3[CH:38]=[CH:37][CH:36]=[CH:35][C:34]=3[N:18]([C:19]3[CH:20]=[CH:30][CH:31]=[CH:32][CH:33]=3)[C:17]2=[O:40])=[O:23])[CH3:17])=[O:9])[CH2:2][CH2:3][CH2:4][CH2:5]1. Given the reactants [CH:1]1([CH2:6][C:7]([OH:9])=O)[CH2:5][CH2:4][CH2:3][CH2:2]1.Cl.N[C@H](C([C:16]1([NH2:41])[C:22](=[O:23])[N:21]([C:24]2[CH:29]=[CH:28][CH:27]=[CH:26][CH:25]=2)[C:20]2[CH:30]=[CH:31][CH:32]=[CH:33][C:19]=2[N:18]([C:34]2[CH:39]=[CH:38][CH:37]=[CH:36][CH:35]=2)[C:17]1=[O:40])=O)C, predict the reaction product.